Dataset: Reaction yield outcomes from USPTO patents with 853,638 reactions. Task: Predict the reaction yield, written as a fraction of the theoretical maximum amount of product (1.0 means a 100% yield; for example, 0.34 means a 34% yield). (1) The reactants are [CH3:1][O:2][C:3](=[O:12])[CH2:4][C:5]1[CH:10]=[CH:9][C:8]([OH:11])=[CH:7][CH:6]=1.[CH3:24][CH2:23][O:22][C:20](/[N:19]=[N:19]/[C:20]([O:22][CH2:23][CH3:24])=[O:21])=[O:21].[C:25]1(P([C:25]2[CH:30]=[CH:29]C=[CH:27][CH:26]=2)[C:25]2[CH:30]=[CH:29]C=[CH:27][CH:26]=2)[CH:30]=[CH:29]C=[CH:27][CH:26]=1.O1CC[CH2:46][CH2:45]1. No catalyst specified. The product is [CH2:23]([O:22][C:20]([NH:19][CH2:45][CH2:46][O:11][C:8]1[CH:9]=[CH:10][C:5]([CH2:4][C:3]([O:2][CH3:1])=[O:12])=[CH:6][CH:7]=1)=[O:21])[C:24]1[CH:29]=[CH:30][CH:25]=[CH:26][CH:27]=1. The yield is 0.770. (2) The reactants are [C:1]1([C:7]2[S:8][CH:9]=[C:10]([C:12]3[CH:17]=[CH:16][C:15]([CH2:18][CH2:19][NH:20]C(=O)C)=[CH:14][CH:13]=3)[N:11]=2)[CH:6]=[CH:5][CH:4]=[CH:3][CH:2]=1.Cl.[OH-].[Na+]. No catalyst specified. The product is [C:1]1([C:7]2[S:8][CH:9]=[C:10]([C:12]3[CH:13]=[CH:14][C:15]([CH2:18][CH2:19][NH2:20])=[CH:16][CH:17]=3)[N:11]=2)[CH:2]=[CH:3][CH:4]=[CH:5][CH:6]=1. The yield is 0.850. (3) The reactants are [C:1]([O:5][C:6]([NH:8][C:9]1[CH:14]=[C:13]([Cl:15])[CH:12]=[CH:11][C:10]=1/[CH:16]=[CH:17]/[C:18]([OH:20])=O)=[O:7])([CH3:4])([CH3:3])[CH3:2].[F:21][C:22]1[CH:36]=[CH:35][C:25]([CH2:26][N:27]2[CH2:32][C@@H:31]([CH3:33])[NH:30][CH2:29][C@@H:28]2[CH3:34])=[CH:24][CH:23]=1.CCN=C=NCCCN(C)C.Cl.Cl. The catalyst is C(Cl)Cl. The product is [C:1]([O:5][C:6](=[O:7])[NH:8][C:9]1[CH:14]=[C:13]([Cl:15])[CH:12]=[CH:11][C:10]=1/[CH:16]=[CH:17]/[C:18]([N:30]1[CH2:29][C@H:28]([CH3:34])[N:27]([CH2:26][C:25]2[CH:35]=[CH:36][C:22]([F:21])=[CH:23][CH:24]=2)[CH2:32][C@H:31]1[CH3:33])=[O:20])([CH3:2])([CH3:3])[CH3:4]. The yield is 0.810. (4) The reactants are [F:1][C:2]1[CH:29]=[CH:28][CH:27]=[CH:26][C:3]=1[N:4]([CH2:16][C:17]1[CH:18]=[C:19]([CH:23]=[CH:24][CH:25]=1)[C:20](O)=[O:21])[C:5]([O:7][C@@H:8]1[CH:13]2[CH2:14][CH2:15][N:10]([CH2:11][CH2:12]2)[CH2:9]1)=[O:6].Cl.[Cl:31][C:32]1[CH:33]=[N+:34]([O-:60])[CH:35]=[C:36]([Cl:59])[C:37]=1[CH2:38][C@H:39]([O:50][C:51]([C@@H:53]1[CH2:58][CH2:57][CH2:56][CH2:55][NH:54]1)=[O:52])[C:40]1[CH:45]=[CH:44][C:43]([O:46][CH3:47])=[C:42]([O:48][CH3:49])[CH:41]=1.C(Cl)CCl. The catalyst is CN(C=O)C.CN(C1C=CN=CC=1)C. The product is [Cl:31][C:32]1[CH:33]=[N+:34]([O-:60])[CH:35]=[C:36]([Cl:59])[C:37]=1[CH2:38][C@H:39]([O:50][C:51]([C@@H:53]1[CH2:58][CH2:57][CH2:56][CH2:55][N:54]1[C:20](=[O:21])[C:19]1[CH:23]=[CH:24][CH:25]=[C:17]([CH2:16][N:4]([C:5]([O:7][C@@H:8]2[CH:13]3[CH2:12][CH2:11][N:10]([CH2:15][CH2:14]3)[CH2:9]2)=[O:6])[C:3]2[CH:26]=[CH:27][CH:28]=[CH:29][C:2]=2[F:1])[CH:18]=1)=[O:52])[C:40]1[CH:45]=[CH:44][C:43]([O:46][CH3:47])=[C:42]([O:48][CH3:49])[CH:41]=1. The yield is 0.420. (5) The reactants are [NH:1]([C:8]1[N:9]([C:24]2[CH:29]=[CH:28][CH:27]=[CH:26][CH:25]=2)[C:10]2[C:15]([C:16](=[O:18])[CH:17]=1)=[C:14]([C:19]([F:22])([F:21])[F:20])[CH:13]=[C:12](Cl)[N:11]=2)[C:2]1[CH:7]=[CH:6][CH:5]=[CH:4][CH:3]=1.[NH:30]1[CH2:35][CH2:34][CH2:33][CH2:32][CH2:31]1.Cl. The catalyst is O1CCOCC1. The product is [NH:1]([C:8]1[N:9]([C:24]2[CH:29]=[CH:28][CH:27]=[CH:26][CH:25]=2)[C:10]2[C:15]([C:16](=[O:18])[CH:17]=1)=[C:14]([C:19]([F:22])([F:21])[F:20])[CH:13]=[C:12]([N:30]1[CH2:35][CH2:34][CH2:33][CH2:32][CH2:31]1)[N:11]=2)[C:2]1[CH:7]=[CH:6][CH:5]=[CH:4][CH:3]=1. The yield is 0.800. (6) The reactants are [CH3:1][O:2][C:3]1[N:8]=[C:7]([NH2:9])[CH:6]=[CH:5][CH:4]=1.[CH3:10][C:11]1[CH:18]=[N:17][CH:16]=[C:15]([CH3:19])[C:12]=1[CH:13]=O.[N+:20]([C:22]1[CH:31]=[CH:30][C:25]2[O:26][CH2:27][CH2:28][O:29][C:24]=2[CH:23]=1)#[C-:21]. The catalyst is C1(C)C=CC=CC=1.[O-]S(C(F)(F)F)(=O)=O.[Sc+3].[O-]S(C(F)(F)F)(=O)=O.[O-]S(C(F)(F)F)(=O)=O. The product is [O:26]1[CH2:27][CH2:28][O:29][C:24]2[CH:23]=[C:22]([NH:20][C:21]3[N:8]4[C:3]([O:2][CH3:1])=[CH:4][CH:5]=[CH:6][C:7]4=[N:9][C:13]=3[C:12]3[C:11]([CH3:10])=[CH:18][N:17]=[CH:16][C:15]=3[CH3:19])[CH:31]=[CH:30][C:25]1=2. The yield is 0.0100.